Dataset: Full USPTO retrosynthesis dataset with 1.9M reactions from patents (1976-2016). Task: Predict the reactants needed to synthesize the given product. (1) Given the product [CH3:27][C:25]1[CH:24]=[CH:23][N:22]=[C:21]([C:9]2[CH:10]=[C:11]3[C:15](=[CH:16][CH:17]=2)[C:14](=[O:18])[CH2:13][CH2:12]3)[N:26]=1, predict the reactants needed to synthesize it. The reactants are: CC1(C)C(C)(C)OB([C:9]2[CH:10]=[C:11]3[C:15](=[CH:16][CH:17]=2)[C:14](=[O:18])[CH2:13][CH2:12]3)O1.Br[C:21]1[N:26]=[C:25]([CH3:27])[CH:24]=[CH:23][N:22]=1.C(=O)([O-])[O-].[Na+].[Na+]. (2) Given the product [F:1][C:2]1[CH:7]=[CH:6][CH:5]=[C:4]([F:8])[C:3]=1[N:9]1[C:17]2[CH:16]=[CH:15][NH:14][C:13](=[O:18])[C:12]=2[C:11]([C:20]2[CH:21]=[CH:22][C:23]([N:26]3[CH2:27][CH2:28][O:29][CH2:30][CH2:31]3)=[CH:24][CH:25]=2)=[N:10]1, predict the reactants needed to synthesize it. The reactants are: [F:1][C:2]1[CH:7]=[CH:6][CH:5]=[C:4]([F:8])[C:3]=1[N:9]1[C:17]2[CH:16]=[CH:15][N:14]=[C:13]([O:18]C)[C:12]=2[C:11]([C:20]2[CH:25]=[CH:24][C:23]([N:26]3[CH2:31][CH2:30][O:29][CH2:28][CH2:27]3)=[CH:22][CH:21]=2)=[N:10]1.[I-].[Na+].Cl[Si](C)(C)C.C(=O)([O-])O.[Na+]. (3) Given the product [C:15]([O:18][C:19]([N:9]1[C:10]2[C:6](=[CH:5][CH:4]=[C:3]([O:2][CH3:1])[CH:11]=2)[C:7]([C:12]#[N:13])=[CH:8]1)=[O:20])([CH3:17])([CH3:16])[CH3:14], predict the reactants needed to synthesize it. The reactants are: [CH3:1][O:2][C:3]1[CH:11]=[C:10]2[C:6]([C:7]([C:12]#[N:13])=[CH:8][NH:9]2)=[CH:5][CH:4]=1.[CH3:14][C:15]([O:18][C:19](O[C:19]([O:18][C:15]([CH3:17])([CH3:16])[CH3:14])=[O:20])=[O:20])([CH3:17])[CH3:16].O.